This data is from Forward reaction prediction with 1.9M reactions from USPTO patents (1976-2016). The task is: Predict the product of the given reaction. (1) Given the reactants [F:1][C:2]1([F:30])[CH2:4][CH:3]1[CH2:5][N:6]1[C:10]2[CH:11]=[CH:12][C:13]([C:15]3[N:20]=[C:19]([C:21](OCC)=[O:22])[CH:18]=[CH:17][C:16]=3[CH3:26])=[CH:14][C:9]=2[N:8]([CH3:27])[S:7]1(=[O:29])=[O:28].CC(C[AlH]CC(C)C)C, predict the reaction product. The product is: [F:30][C:2]1([F:1])[CH2:4][CH:3]1[CH2:5][N:6]1[C:10]2[CH:11]=[CH:12][C:13]([C:15]3[N:20]=[C:19]([CH2:21][OH:22])[CH:18]=[CH:17][C:16]=3[CH3:26])=[CH:14][C:9]=2[N:8]([CH3:27])[S:7]1(=[O:28])=[O:29]. (2) Given the reactants [CH2:1]([N:8]1[CH:19]=[CH:18][C:11]2[N:12]=[C:13]([S:16][CH3:17])[N:14]=[CH:15][C:10]=2[C:9]1=[O:20])[C:2]1[CH:7]=[CH:6][CH:5]=[CH:4][CH:3]=1.[Br:21]Br, predict the reaction product. The product is: [CH2:1]([N:8]1[CH:19]=[C:18]([Br:21])[C:11]2[N:12]=[C:13]([S:16][CH3:17])[N:14]=[CH:15][C:10]=2[C:9]1=[O:20])[C:2]1[CH:7]=[CH:6][CH:5]=[CH:4][CH:3]=1. (3) Given the reactants Br[C:2]1[CH:7]=[CH:6][CH:5]=[CH:4][CH:3]=1.[NH2:8][C@H:9]1[C:18]2[C:13](=[CH:14][N:15]=[CH:16][CH:17]=2)[N:12]([C:19](=[O:21])[CH3:20])[C@@H:11]([CH3:22])[C@@H:10]1[CH3:23].CC(C1C=C(C(C)C)C(C2C(P(C3CCCCC3)C3CCCCC3)=C([O:55]C)C=CC=2OC)=C(C(C)C)C=1)C.CC(C)([O-])C.[Na+], predict the reaction product. The product is: [CH:19]([OH:21])=[O:55].[CH3:22][C@H:11]1[C@H:10]([CH3:23])[C@@H:9]([NH:8][C:2]2[CH:7]=[CH:6][CH:5]=[CH:4][CH:3]=2)[C:18]2[C:13](=[CH:14][N:15]=[CH:16][CH:17]=2)[N:12]1[C:19](=[O:21])[CH3:20].